From a dataset of Full USPTO retrosynthesis dataset with 1.9M reactions from patents (1976-2016). Predict the reactants needed to synthesize the given product. (1) Given the product [OH:8][CH2:9][C:10]([CH3:24])([CH3:23])[CH2:11][C:12]1([OH:22])[CH2:21][CH2:20][C:15]2([O:19][CH2:18][CH2:17][O:16]2)[CH2:14][CH2:13]1, predict the reactants needed to synthesize it. The reactants are: C([O:8][CH2:9][C:10]([CH3:24])([CH3:23])[CH2:11][C:12]1([OH:22])[CH2:21][CH2:20][C:15]2([O:19][CH2:18][CH2:17][O:16]2)[CH2:14][CH2:13]1)C1C=CC=CC=1.O1CCCC1.[H][H]. (2) Given the product [F:1][C:2]1[CH:27]=[C:26]([F:28])[CH:25]=[CH:24][C:3]=1[O:4][C:5]1[C:18](=[O:19])[N:17]([CH2:20][C@@H:21]([OH:23])[CH3:22])[C:8]2[N:9]=[C:10]([NH:29][C@H:30]([CH3:33])[CH2:31][OH:32])[N:11]=[CH:12][C:7]=2[CH:6]=1, predict the reactants needed to synthesize it. The reactants are: [F:1][C:2]1[CH:27]=[C:26]([F:28])[CH:25]=[CH:24][C:3]=1[O:4][C:5]1[C:18](=[O:19])[N:17]([CH2:20][C@@H:21]([OH:23])[CH3:22])[C:8]2[N:9]=[C:10](S(C)(=O)=O)[N:11]=[CH:12][C:7]=2[CH:6]=1.[NH2:29][C@H:30]([CH3:33])[CH2:31][OH:32].